From a dataset of Reaction yield outcomes from USPTO patents with 853,638 reactions. Predict the reaction yield, written as a fraction of the theoretical maximum amount of product (1.0 means a 100% yield; for example, 0.34 means a 34% yield). (1) The reactants are Cl.[CH2:2]([O:9][C:10]1[C:11](=[O:19])[CH:12]=[C:13]([CH2:17]Cl)[N:14]([CH3:16])[CH:15]=1)[C:3]1[CH:8]=[CH:7][CH:6]=[CH:5][CH:4]=1.[NH2:20][C@H:21]([C:23]([NH:25][CH3:26])=[O:24])[CH3:22].Cl.C(N(C(C)C)CC)(C)C. The catalyst is CC#N. The product is [CH2:2]([O:9][C:10]1[C:11](=[O:19])[CH:12]=[C:13]([CH2:17][NH:20][C@@H:21]([CH3:22])[C:23]([NH:25][CH3:26])=[O:24])[N:14]([CH3:16])[CH:15]=1)[C:3]1[CH:8]=[CH:7][CH:6]=[CH:5][CH:4]=1. The yield is 0.870. (2) The reactants are [C@@H:1]1([N:10]2C=CC(N)=NC2=O)[O:9][C@H:6]([CH2:7]O)[C@@H:4](O)[C@H:2]1O.[C:18](OC(=O)C1C=CC=CC=1)(=O)[C:19]1C=CC=CC=1. The catalyst is CN(C=O)C. The product is [C:1]([NH2:10])(=[O:9])[C:2]1[CH:4]=[CH:6][CH:7]=[CH:19][CH:18]=1. The yield is 0.983. (3) The reactants are [CH2:1]([C:4]1[CH:9]=[N:8][CH:7]=[CH:6][N:5]=1)[CH2:2][CH3:3].CC(OC)(C)C.[OH:16][C:17]([C:20]1[CH:27]=[CH:26][C:23]([C:24]#[N:25])=[CH:22][CH:21]=1)([CH3:19])[CH3:18].C[Si]([N-][Si](C)(C)C)(C)C.[K+]. The catalyst is O. The product is [CH2:2]([C:1]1[C:4]2[C:9](=[N:8][CH:7]=[CH:6][N:5]=2)[NH:25][C:24]=1[C:23]1[CH:26]=[CH:27][C:20]([C:17]([OH:16])([CH3:18])[CH3:19])=[CH:21][CH:22]=1)[CH3:3]. The yield is 0.710. (4) The reactants are C(OC([N:8]1[CH2:13][CH2:12][N:11]([C:14]2[CH:15]=[C:16]([O:39][CH3:40])[CH:17]=[C:18]3[C:23]=2[O:22][CH:21]([C:24](=[O:38])[NH:25][C:26]2[CH:31]=[CH:30][C:29]([N:32]4[CH2:37][CH2:36][O:35][CH2:34][CH2:33]4)=[CH:28][CH:27]=2)[CH2:20][CH2:19]3)[CH2:10][CH2:9]1)=O)(C)(C)C.FC(F)(F)C(O)=O. The catalyst is ClCCl. The product is [N:11]1([C:14]2[CH:15]=[C:16]([O:39][CH3:40])[CH:17]=[C:18]3[C:23]=2[O:22][CH:21]([C:24]([NH:25][C:26]2[CH:27]=[CH:28][C:29]([N:32]4[CH2:33][CH2:34][O:35][CH2:36][CH2:37]4)=[CH:30][CH:31]=2)=[O:38])[CH2:20][CH2:19]3)[CH2:12][CH2:13][NH:8][CH2:9][CH2:10]1. The yield is 0.260. (5) The reactants are [Cl:1][C:2]1[CH:7]=[C:6]([Cl:8])[CH:5]=[CH:4][C:3]=1[C:9]1[N:10]=[C:11](/[CH:16]=[CH:17]/[C:18]2[CH:23]=[CH:22][C:21]([C:24]3[CH:29]=[CH:28][C:27]([OH:30])=[CH:26][CH:25]=3)=[CH:20][CH:19]=2)[N:12]([CH2:14][CH3:15])[CH:13]=1.Br[C:32]1[CH:41]=[CH:40][C:35]([C:36]([O:38]C)=[O:37])=[C:34]([CH3:42])[CH:33]=1. No catalyst specified. The product is [Cl:1][C:2]1[CH:7]=[C:6]([Cl:8])[CH:5]=[CH:4][C:3]=1[C:9]1[N:10]=[C:11](/[CH:16]=[CH:17]/[C:18]2[CH:23]=[CH:22][C:21]([C:24]3[CH:25]=[CH:26][C:27]([O:30][C:32]4[CH:41]=[CH:40][C:35]([C:36]([OH:38])=[O:37])=[C:34]([CH3:42])[CH:33]=4)=[CH:28][CH:29]=3)=[CH:20][CH:19]=2)[N:12]([CH2:14][CH3:15])[CH:13]=1. The yield is 0.300.